This data is from Forward reaction prediction with 1.9M reactions from USPTO patents (1976-2016). The task is: Predict the product of the given reaction. (1) Given the reactants [NH2:1][C:2]1[N:19]=[CH:18][C:17](Br)=[CH:16][C:3]=1[C:4]([N:6]=[S@@:7]([CH3:15])(=[O:14])[C:8]1[CH:13]=[CH:12][CH:11]=[CH:10][CH:9]=1)=[O:5].[OH:21][C:22]1[CH:23]=[C:24]([C:28]#[CH:29])[CH:25]=[CH:26][CH:27]=1.C(N(CC)CC)C, predict the reaction product. The product is: [NH2:1][C:2]1[N:19]=[CH:18][C:17]([C:29]#[C:28][C:24]2[CH:25]=[CH:26][CH:27]=[C:22]([OH:21])[CH:23]=2)=[CH:16][C:3]=1[C:4]([N:6]=[S@@:7]([CH3:15])(=[O:14])[C:8]1[CH:13]=[CH:12][CH:11]=[CH:10][CH:9]=1)=[O:5]. (2) Given the reactants [CH2:1]([O:8][C:9]1[CH:10]=[C:11]([CH:24]=[CH:25][C:26]=1[O:27][CH2:28][C:29]1[CH:34]=[CH:33][CH:32]=[CH:31][CH:30]=1)[C:12]1[O:13][C:14]2[C:19]([C:20](=[O:23])[C:21]=1[OH:22])=[CH:18][CH:17]=[CH:16][CH:15]=2)[C:2]1[CH:7]=[CH:6][CH:5]=[CH:4][CH:3]=1.[Cl:35][CH2:36][CH2:37][CH2:38][CH2:39][CH2:40][CH2:41]I.[Cl-].C(OC1C=C(C=CC=1OCC1C=CC=CC=1)C1OC2C(C(=O)C=1)=CC=C(CCC[N+](C)(C)C)C=2)C1C=CC=CC=1, predict the reaction product. The product is: [Cl:35][CH2:36][CH2:37][CH2:38][CH2:39][CH2:40][CH2:41][O:22][C:21]1[C:20](=[O:23])[C:19]2[C:14](=[CH:15][CH:16]=[CH:17][CH:18]=2)[O:13][C:12]=1[C:11]1[CH:24]=[CH:25][C:26]([O:27][CH2:28][C:29]2[CH:34]=[CH:33][CH:32]=[CH:31][CH:30]=2)=[C:9]([O:8][CH2:1][C:2]2[CH:3]=[CH:4][CH:5]=[CH:6][CH:7]=2)[CH:10]=1. (3) Given the reactants CS(OS(C)(=O)=O)(=O)=O.O[CH2:11]/[CH:12]=[CH:13]\[C:14]1[CH:19]=[C:18]([F:20])[CH:17]=[CH:16][C:15]=1[S:21]([N:24]([C:29]1[C:38]([C:39]([O:41][CH3:42])=[O:40])=[C:37]2[C:32]([C@H:33]3[CH2:43][C@H:34]3[CH2:35][O:36]2)=[CH:31][CH:30]=1)[C:25]([O:27][CH3:28])=[O:26])(=[O:23])=[O:22].C(N(C(C)C)CC)(C)C.[CH3:53][C:54]1([OH:59])[CH2:58][CH2:57][NH:56][CH2:55]1, predict the reaction product. The product is: [F:20][C:18]1[CH:17]=[CH:16][C:15]([S:21]([N:24]([C:29]2[C:38]([C:39]([O:41][CH3:42])=[O:40])=[C:37]3[C:32]([C@H:33]4[CH2:43][C@H:34]4[CH2:35][O:36]3)=[CH:31][CH:30]=2)[C:25]([O:27][CH3:28])=[O:26])(=[O:22])=[O:23])=[C:14](/[CH:13]=[CH:12]\[CH2:11][N:56]2[CH2:57][CH2:58][C:54]([OH:59])([CH3:53])[CH2:55]2)[CH:19]=1. (4) Given the reactants C(C1CCCC1=[O:11])CCCC.[OH-:12].[Li+].[C:14]([O:18][CH2:19][CH3:20])(=[O:17])[CH2:15][CH3:16], predict the reaction product. The product is: [OH:12][OH:11].[C:14]([O:18][CH2:19][CH3:20])(=[O:17])[CH2:15][CH3:16].